Task: Predict the product of the given reaction.. Dataset: Forward reaction prediction with 1.9M reactions from USPTO patents (1976-2016) (1) Given the reactants [CH3:1][C:2](C)([O-])C.[K+].[Br:7][C:8]1[CH:16]=[C:15]2[C:11]([CH2:12][CH2:13][C:14]2=[O:17])=[CH:10][CH:9]=1.[C:18]([O:22]C)(=O)[CH:19]=[CH2:20].[OH-].[K+], predict the reaction product. The product is: [Br:7][C:8]1[CH:16]=[C:15]2[C:11]([CH2:12][C:13]3([CH2:20][CH2:19][C:18](=[O:22])[CH2:2][CH2:1]3)[C:14]2=[O:17])=[CH:10][CH:9]=1. (2) Given the reactants C(N(CC)CC)C.Br[CH2:9][CH2:10][CH2:11][C:12]([NH:14][C:15]1[CH:23]=[CH:22][CH:21]=[CH:20][C:16]=1[C:17]([NH2:19])=[O:18])=[O:13].Cl.[C:25]1([C:31]2[CH2:32][CH2:33][NH:34][CH2:35][CH:36]=2)[CH:30]=[CH:29][CH:28]=[CH:27][CH:26]=1, predict the reaction product. The product is: [C:25]1([C:31]2[CH2:36][CH2:35][N:34]([CH2:9][CH2:10][CH2:11][C:12]([NH:14][C:15]3[CH:23]=[CH:22][CH:21]=[CH:20][C:16]=3[C:17]([NH2:19])=[O:18])=[O:13])[CH2:33][CH:32]=2)[CH:30]=[CH:29][CH:28]=[CH:27][CH:26]=1. (3) Given the reactants [F:1][C:2]([F:29])([F:28])[CH2:3][O:4][C:5]1[CH:27]=[CH:26][C:8]([C:9]([NH:11][CH2:12][CH2:13][NH:14][C:15]([C:17]2[C:25]3[C:20](=[CH:21][CH:22]=[CH:23][CH:24]=3)[NH:19][CH:18]=2)=[O:16])=[O:10])=[CH:7][N:6]=1.C(=O)([O-])[O-].[K+].[K+].I[C:37]1[CH:42]=[CH:41][CH:40]=[CH:39][CH:38]=1.CN[C@@H]1CCCC[C@H]1NC, predict the reaction product. The product is: [C:37]1([N:19]2[C:20]3[C:25](=[CH:24][CH:23]=[CH:22][CH:21]=3)[C:17]([C:15]([NH:14][CH2:13][CH2:12][NH:11][C:9](=[O:10])[C:8]3[CH:26]=[CH:27][C:5]([O:4][CH2:3][C:2]([F:28])([F:1])[F:29])=[N:6][CH:7]=3)=[O:16])=[CH:18]2)[CH:42]=[CH:41][CH:40]=[CH:39][CH:38]=1. (4) Given the reactants [NH2:1][C:2]1[S:3][C:4]([C:22]2[CH:27]=[CH:26][N:25]=[C:24](Cl)[N:23]=2)=[C:5]([C:7]2[CH:8]=[C:9]([NH:13][C:14]([C:16]3[N:17]([CH3:21])[CH:18]=[CH:19][CH:20]=3)=[O:15])[CH:10]=[CH:11][CH:12]=2)[N:6]=1.Cl.[CH3:30][N:31]([CH3:44])[CH2:32][CH2:33][CH2:34][NH:35][C:36]1[CH:41]=[CH:40][C:39]([NH2:42])=[CH:38][C:37]=1[F:43], predict the reaction product. The product is: [NH2:1][C:2]1[S:3][C:4]([C:22]2[CH:27]=[CH:26][N:25]=[C:24]([NH:42][C:39]3[CH:40]=[CH:41][C:36]([NH:35][CH2:34][CH2:33][CH2:32][N:31]([CH3:44])[CH3:30])=[C:37]([F:43])[CH:38]=3)[N:23]=2)=[C:5]([C:7]2[CH:8]=[C:9]([NH:13][C:14]([C:16]3[N:17]([CH3:21])[CH:18]=[CH:19][CH:20]=3)=[O:15])[CH:10]=[CH:11][CH:12]=2)[N:6]=1. (5) Given the reactants [Cl-].O[NH3+:3].[C:4](=[O:7])([O-])[OH:5].[Na+].CS(C)=O.[CH2:13]([C:15]1[S:52][C:18]2[N:19]([CH2:37][C:38]3[CH:43]=[CH:42][C:41]([C:44]4[C:45]([C:50]#[N:51])=[CH:46][CH:47]=[CH:48][CH:49]=4)=[CH:40][CH:39]=3)[C:20](=[O:36])[N:21]([CH2:24][C:25]([C:27]3[CH:32]=[CH:31][C:30]([O:33][CH3:34])=[CH:29][C:28]=3[F:35])=[O:26])[C:22](=[O:23])[C:17]=2[CH:16]=1)[CH3:14], predict the reaction product. The product is: [CH2:13]([C:15]1[S:52][C:18]2[N:19]([CH2:37][C:38]3[CH:43]=[CH:42][C:41]([C:44]4[CH:49]=[CH:48][CH:47]=[CH:46][C:45]=4[C:50]4[NH:3][C:4](=[O:7])[O:5][N:51]=4)=[CH:40][CH:39]=3)[C:20](=[O:36])[N:21]([CH2:24][C:25]([C:27]3[CH:32]=[CH:31][C:30]([O:33][CH3:34])=[CH:29][C:28]=3[F:35])=[O:26])[C:22](=[O:23])[C:17]=2[CH:16]=1)[CH3:14]. (6) Given the reactants [C:1]([C:4]1[CH:5]=[CH:6][C:7]([NH:10][C:11](=[O:28])[CH:12]([NH:16][C:17](=[O:27])[CH2:18][C:19]2[CH:24]=[C:23]([F:25])[CH:22]=[C:21]([F:26])[CH:20]=2)[CH2:13][CH2:14][CH3:15])=[N:8][CH:9]=1)(=O)[CH3:2].[C:29]1([CH:35]2[CH2:40][CH2:39][NH:38][CH2:37][CH2:36]2)[CH:34]=[CH:33][CH:32]=[CH:31][CH:30]=1.C(O)(=O)C.S([O-])([O-])(=O)=O.[Na+].[Na+].C(O[BH-](OC(=O)C)OC(=O)C)(=O)C.[Na+], predict the reaction product. The product is: [C:29]1([CH:35]2[CH2:36][CH2:37][N:38]([CH:1]([C:4]3[CH:5]=[CH:6][C:7]([NH:10][C:11](=[O:28])[CH:12]([NH:16][C:17](=[O:27])[CH2:18][C:19]4[CH:24]=[C:23]([F:25])[CH:22]=[C:21]([F:26])[CH:20]=4)[CH2:13][CH2:14][CH3:15])=[N:8][CH:9]=3)[CH3:2])[CH2:39][CH2:40]2)[CH:34]=[CH:33][CH:32]=[CH:31][CH:30]=1.